The task is: Predict the reactants needed to synthesize the given product.. This data is from Full USPTO retrosynthesis dataset with 1.9M reactions from patents (1976-2016). (1) Given the product [ClH:8].[CH3:3][C:2]([CH3:5])([CH3:4])[CH2:1][C:25]1[CH:26]=[C:27]2[C:22](=[CH:23][CH:24]=1)[CH2:21][O:20][CH2:19][CH:18]2[NH2:17], predict the reactants needed to synthesize it. The reactants are: [CH2:1]([Mg]Br)[C:2]([CH3:5])([CH3:4])[CH3:3].[Cl:8]CCl.C(OC(=O)[NH:17][CH:18]1[C:27]2[C:22](=[CH:23][CH:24]=[C:25](Br)[CH:26]=2)[CH2:21][O:20][CH2:19]1)(C)(C)C.Cl. (2) Given the product [CH3:7][N:6]1[C:2]([C:16]([C:17]2[CH:22]=[CH:21][CH:20]=[CH:19][CH:18]=2)=[O:23])=[CH:3][N:4]=[C:5]1[CH3:8], predict the reactants needed to synthesize it. The reactants are: Br[C:2]1[N:6]([CH3:7])[C:5]([CH3:8])=[N:4][CH:3]=1.C([Mg]Br)C.CON(C)[C:16](=[O:23])[C:17]1[CH:22]=[CH:21][CH:20]=[CH:19][CH:18]=1.Cl. (3) The reactants are: [NH2:1][C:2]1[C:10]2[C:9]([C:11]3[CH:16]=[CH:15][CH:14]=[CH:13][C:12]=3[O:17]CC3C=CC=CC=3)=[N:8][C:7]([NH:25][CH:26]3[CH2:28][CH2:27]3)=[N:6][C:5]=2[S:4][C:3]=1[C:29]([NH2:31])=[O:30]. Given the product [NH2:1][C:2]1[C:10]2[C:9]([C:11]3[CH:16]=[CH:15][CH:14]=[CH:13][C:12]=3[OH:17])=[N:8][C:7]([NH:25][CH:26]3[CH2:28][CH2:27]3)=[N:6][C:5]=2[S:4][C:3]=1[C:29]([NH2:31])=[O:30], predict the reactants needed to synthesize it. (4) Given the product [F:1][C:2]1[C:3]([CH3:9])=[C:4]([NH:5][NH2:10])[CH:6]=[CH:7][CH:8]=1, predict the reactants needed to synthesize it. The reactants are: [F:1][C:2]1[C:3]([CH3:9])=[C:4]([CH:6]=[CH:7][CH:8]=1)[NH2:5].[N:10]([O-])=O.[Na+].[Sn](Cl)Cl. (5) Given the product [C:4]([O:3][C:1](=[O:2])[NH:8][C:9]1[CH:10]=[C:11]2[C:12](=[CH:13][CH:14]=1)[NH:15][C:22]([CH3:24])([CH3:23])[CH:26]=[C:32]2[CH3:31])([CH3:7])([CH3:6])[CH3:5], predict the reactants needed to synthesize it. The reactants are: [C:1]([NH:8][C:9]1[CH:14]=[CH:13][C:12]([NH2:15])=[CH:11][CH:10]=1)([O:3][C:4]([CH3:7])([CH3:6])[CH3:5])=[O:2].[O-]S([O-])(=O)=O.[Mg+2].[C:22]([C:26]1C=C(O)C(=[CH:31][CH:32]=1)O)(C)([CH3:24])[CH3:23].II.